Dataset: Full USPTO retrosynthesis dataset with 1.9M reactions from patents (1976-2016). Task: Predict the reactants needed to synthesize the given product. (1) Given the product [N:24]1([CH:1]([C:4]2[CH:5]=[C:6]3[C:10](=[CH:11][CH:12]=2)[NH:9][C:8]([C:13]2[C:14](=[O:23])[NH:15][C:16]4[C:21]([CH:22]=2)=[CH:20][CH:19]=[CH:18][CH:17]=4)=[CH:7]3)[CH3:2])[CH2:29][CH2:28][O:27][CH2:26][CH2:25]1, predict the reactants needed to synthesize it. The reactants are: [C:1]([C:4]1[CH:5]=[C:6]2[C:10](=[CH:11][CH:12]=1)[NH:9][C:8]([C:13]1[C:14](=[O:23])[NH:15][C:16]3[C:21]([CH:22]=1)=[CH:20][CH:19]=[CH:18][CH:17]=3)=[CH:7]2)(=O)[CH3:2].[NH:24]1[CH2:29][CH2:28][O:27][CH2:26][CH2:25]1.C(O)(=O)C.C([BH3-])#N.[Na+]. (2) Given the product [Br:20][C:9]1[C:10]2[C:5](=[CH:4][C:3]([O:2][CH3:1])=[C:12]([O:13][CH3:14])[CH:11]=2)[C:6]([C:16]#[N:17])=[CH:7][N:8]=1, predict the reactants needed to synthesize it. The reactants are: [CH3:1][O:2][C:3]1[CH:4]=[C:5]2[C:10](=[CH:11][C:12]=1[O:13][CH3:14])[C:9](=O)[NH:8][CH:7]=[C:6]2[C:16]#[N:17].P(Br)(Br)([Br:20])=O.C(Cl)Cl. (3) The reactants are: [Cl:1][C:2]1[CH:3]=[C:4]([CH:8]=[C:9]([CH3:11])[N:10]=1)[C:5](O)=[O:6].B.C1COCC1. Given the product [Cl:1][C:2]1[CH:3]=[C:4]([CH2:5][OH:6])[CH:8]=[C:9]([CH3:11])[N:10]=1, predict the reactants needed to synthesize it. (4) Given the product [CH:1]1([NH:7][C:8]2[N:16]=[C:15]([NH:17][C:18]3[CH:23]=[CH:22][C:21]([N:24]4[CH2:25][CH2:26][N:27]([S:41]([CH2:53][CH2:40][CH2:38][N:34]5[CH2:33][CH2:32][N:47]([CH3:46])[CH2:37][CH2:35]5)(=[O:43])=[O:42])[CH2:28][CH2:29]4)=[CH:20][C:19]=3[O:30][CH3:31])[N:14]=[C:13]3[C:9]=2[N:10]=[CH:11][NH:12]3)[CH2:2][CH2:3][CH2:4][CH2:5][CH2:6]1, predict the reactants needed to synthesize it. The reactants are: [CH:1]1([NH:7][C:8]2[N:16]=[C:15]([NH:17][C:18]3[CH:23]=[CH:22][C:21]([N:24]4[CH2:29][CH2:28][NH:27][CH2:26][CH2:25]4)=[CH:20][C:19]=3[O:30][CH3:31])[N:14]=[C:13]3[C:9]=2[N:10]=[CH:11][NH:12]3)[CH2:6][CH2:5][CH2:4][CH2:3][CH2:2]1.[CH3:32][CH2:33][N:34]([CH:38]([CH3:40])C)[CH:35]([CH3:37])C.[S:41](Cl)(Cl)(=[O:43])=[O:42].[CH3:46][N:47]1CCNCC1.[CH3:53]N(C=O)C. (5) Given the product [CH:1]([O:4][C:5]1[CH:13]=[CH:12][C:11]([S:14]([CH3:17])(=[O:16])=[O:15])=[CH:10][C:6]=1[C:7]([N:36]1[CH2:35][CH2:34][N:33]([C:31]2[S:32][C:28]([S:25]([C:22]3[CH:23]=[CH:24][N:19]=[CH:20][CH:21]=3)(=[O:26])=[O:27])=[CH:29][N:30]=2)[CH2:38][CH2:37]1)=[O:9])([CH3:2])[CH3:3], predict the reactants needed to synthesize it. The reactants are: [CH:1]([O:4][C:5]1[CH:13]=[CH:12][C:11]([S:14]([CH3:17])(=[O:16])=[O:15])=[CH:10][C:6]=1[C:7]([OH:9])=O)([CH3:3])[CH3:2].Cl.[N:19]1[CH:24]=[CH:23][C:22]([S:25]([C:28]2[S:32][C:31]([N:33]3[CH2:38][CH2:37][NH:36][CH2:35][CH2:34]3)=[N:30][CH:29]=2)(=[O:27])=[O:26])=[CH:21][CH:20]=1. (6) Given the product [CH:1]1[C:9]2[C:8]3[CH2:10][CH2:11][CH2:12][CH2:13][C:7]=3[O:6][C:5]=2[CH:4]=[CH:3][C:2]=1[NH:14][C:15](=[O:22])[C:16]1[CH:21]=[CH:20][CH:19]=[CH:18][CH:17]=1, predict the reactants needed to synthesize it. The reactants are: [CH2:1]1[C:9]2[C:8]3[CH:10]=[CH:11][CH:12]=[CH:13][C:7]=3[O:6][C:5]=2[CH2:4][CH2:3][CH:2]1[NH2:14].[C:15](Cl)(=[O:22])[C:16]1[CH:21]=[CH:20][CH:19]=[CH:18][CH:17]=1. (7) Given the product [ClH:62].[F:13][C:2]([F:1])([F:14])[C:3]1[CH:4]=[CH:5][C:6]([CH2:9][C:10]([N:48]([CH3:49])[C@@H:43]2[CH2:44][CH2:45][CH2:46][CH2:47][C@H:42]2[N:37]2[CH2:41][CH2:40][CH2:39][CH2:38]2)=[O:12])=[CH:7][CH:8]=1, predict the reactants needed to synthesize it. The reactants are: [F:1][C:2]([F:14])([F:13])[C:3]1[CH:8]=[CH:7][C:6]([CH2:9][C:10]([OH:12])=O)=[CH:5][CH:4]=1.O.ON1C2C=CC=CC=2N=N1.CCN=C=NCCCN(C)C.[N:37]1([C@@H:42]2[CH2:47][CH2:46][CH2:45][CH2:44][C@H:43]2[NH:48][CH3:49])[CH2:41][CH2:40][CH2:39][CH2:38]1.C(N(CC)C(C)C)(C)C.[NH4+].[OH-].C(Cl)[Cl:62]. (8) Given the product [CH2:32]([O:31][C:29]([C:26]1([CH2:34][CH3:35])[CH2:27][CH2:28][N:23]([C:20]2[N:19]=[CH:18][C:17]([C:4]3[CH:3]=[C:2]([CH:87]=[O:88])[C:10]4[S:9][C:8]([NH:11][C:12](=[O:16])[NH:13][CH2:14][CH3:15])=[N:7][C:6]=4[CH:5]=3)=[CH:22][N:21]=2)[CH2:24][CH2:25]1)=[O:30])[CH3:33], predict the reactants needed to synthesize it. The reactants are: Br[C:2]1[C:10]2[S:9][C:8]([NH:11][C:12](=[O:16])[NH:13][CH2:14][CH3:15])=[N:7][C:6]=2[CH:5]=[C:4]([C:17]2[CH:18]=[N:19][C:20]([N:23]3[CH2:28][CH2:27][C:26]([CH2:34][CH3:35])([C:29]([O:31][CH2:32][CH3:33])=[O:30])[CH2:25][CH2:24]3)=[N:21][CH:22]=2)[CH:3]=1.C(Cl)Cl.C1(P(C2C=CC=CC=2)CCCP(C2C=CC=CC=2)C2C=CC=CC=2)C=CC=CC=1.C([SiH](CC)CC)C.C(N(CC)CC)C.[C]=O.CN([CH:87]=[O:88])C. (9) Given the product [Cl:14][C:10]1[CH:11]=[C:12]2[C:7](=[N:8][CH:9]=1)[NH:6][C:5](=[O:15])[C:4]([C@@H:2]([NH:1][C:17]1[C:22](=[O:23])[N:21]([CH3:24])[C:20]([C:25]#[N:26])=[CH:19][CH:18]=1)[CH3:3])=[CH:13]2, predict the reactants needed to synthesize it. The reactants are: [NH2:1][C@H:2]([C:4]1[C:5](=[O:15])[NH:6][C:7]2[C:12]([CH:13]=1)=[CH:11][C:10]([Cl:14])=[CH:9][N:8]=2)[CH3:3].F[C:17]1[C:22](=[O:23])[N:21]([CH3:24])[C:20]([C:25]#[N:26])=[CH:19][CH:18]=1.CCN(C(C)C)C(C)C.O. (10) Given the product [N+:1]([C:7]1[C:8]2=[N:9][CH:10]=[CH:11][CH:12]=[C:13]2[NH:5][CH:6]=1)([O-:4])=[O:2], predict the reactants needed to synthesize it. The reactants are: [N+:1]([O-:4])(O)=[O:2].[NH:5]1[C:13]2[C:8](=[N:9][CH:10]=[CH:11][CH:12]=2)[CH:7]=[CH:6]1.[OH-].[Na+].